From a dataset of Forward reaction prediction with 1.9M reactions from USPTO patents (1976-2016). Predict the product of the given reaction. (1) Given the reactants [N:1]([C:4]1[CH:9]=[CH:8][CH:7]=[CH:6][C:5]=1[F:10])=[N+:2]=[N-:3].[C:11]([CH2:19][C:20]([O:22][CH2:23][CH3:24])=[O:21])(=O)[C:12]1[CH:17]=[CH:16][N:15]=[CH:14][CH:13]=1.CCO.CC[O-].[Na+], predict the reaction product. The product is: [F:10][C:5]1[CH:6]=[CH:7][CH:8]=[CH:9][C:4]=1[N:1]1[C:11]([C:12]2[CH:13]=[CH:14][N:15]=[CH:16][CH:17]=2)=[C:19]([C:20]([O:22][CH2:23][CH3:24])=[O:21])[N:3]=[N:2]1. (2) The product is: [Cl:1][C:2]1[C:9]([C:10]#[N:15])=[C:8]([F:12])[CH:7]=[CH:6][C:3]=1[C:4]#[N:5]. Given the reactants [Cl:1][C:2]1[C:9]([CH:10]=O)=[C:8]([F:12])[CH:7]=[CH:6][C:3]=1[C:4]#[N:5].Cl.O[NH3+:15].S(Cl)(Cl)=O.O, predict the reaction product.